Predict the reactants needed to synthesize the given product. From a dataset of Full USPTO retrosynthesis dataset with 1.9M reactions from patents (1976-2016). Given the product [Cl:25][C:12]1[C:13]2[C:18](=[CH:17][CH:16]=[CH:15][CH:14]=2)[CH:19]=[C:10]([C:7]2[CH:8]=[CH:9][C:4]([O:3][C:2]([F:22])([F:21])[F:1])=[CH:5][CH:6]=2)[N:11]=1, predict the reactants needed to synthesize it. The reactants are: [F:1][C:2]([F:22])([F:21])[O:3][C:4]1[CH:9]=[CH:8][C:7]([C:10]2[NH:11][C:12](=O)[C:13]3[C:18]([CH:19]=2)=[CH:17][CH:16]=[CH:15][CH:14]=3)=[CH:6][CH:5]=1.P(Cl)(Cl)([Cl:25])=O.